Dataset: Full USPTO retrosynthesis dataset with 1.9M reactions from patents (1976-2016). Task: Predict the reactants needed to synthesize the given product. (1) The reactants are: [NH2:1][C@H:2]([C:4]1[N:8]([CH:9]2[CH2:11][CH2:10]2)[C:7]2[C:12]([C:16]([NH:18][CH3:19])=[O:17])=[CH:13][CH:14]=[CH:15][C:6]=2[N:5]=1)[CH3:3].Cl[C:21]1[N:26]=[CH:25][N:24]=[C:23]([NH2:27])[C:22]=1[C:28]([F:31])([F:30])[F:29].CCN(C(C)C)C(C)C. Given the product [NH2:27][C:23]1[N:24]=[CH:25][N:26]=[C:21]([NH:1][C@H:2]([C:4]2[N:8]([CH:9]3[CH2:10][CH2:11]3)[C:7]3[C:12]([C:16]([NH:18][CH3:19])=[O:17])=[CH:13][CH:14]=[CH:15][C:6]=3[N:5]=2)[CH3:3])[C:22]=1[C:28]([F:31])([F:30])[F:29], predict the reactants needed to synthesize it. (2) Given the product [CH3:3][C:2]([C@H:4]1[C@@H:8]2[C@@H:9]3[C@@:22]([CH3:25])([CH2:23][CH2:24][C@@:7]2([C:31]([OH:35])=[O:32])[CH2:6][CH2:5]1)[C@@:21]1([CH3:26])[C@@H:12]([C@:13]2([CH3:30])[C@@H:18]([CH2:19][CH2:20]1)[C:17]([CH3:28])([CH3:27])[C:16](=[O:29])[CH2:15][CH2:14]2)[CH2:11][CH2:10]3)=[CH2:1], predict the reactants needed to synthesize it. The reactants are: [CH3:1][C:2]([C@H:4]1[C@@H:8]2[C@@H:9]3[C@@:22]([CH3:25])([CH2:23][CH2:24][C@@:7]2([CH2:31][OH:32])[CH2:6][CH2:5]1)[C@@:21]1([CH3:26])[C@@H:12]([C@:13]2([CH3:30])[C@@H:18]([CH2:19][CH2:20]1)[C:17]([CH3:28])([CH3:27])[C@@H:16]([OH:29])[CH2:15][CH2:14]2)[CH2:11][CH2:10]3)=[CH2:3].CC(C)=[O:35].OS(O)(=O)=O.O=[Cr](=O)=O. (3) The reactants are: [S:1]1[C:5]2[CH:6]=[CH:7][CH:8]=[CH:9][C:4]=2[N:3]=[C:2]1[NH:10][N:11]=[C:12]([C:14]1[O:18][C:17]([C:19]2[CH:20]=[C:21]([S:25]([NH:28][C:29](=[O:47])[CH:30]([NH:39]C(OC(C)(C)C)=O)[CH2:31][CH2:32][C:33]3[CH:38]=[CH:37][CH:36]=[CH:35][CH:34]=3)(=[O:27])=[O:26])[CH:22]=[CH:23][CH:24]=2)=[CH:16][CH:15]=1)[CH3:13].[F:48][C:49]([F:54])([F:53])[C:50]([OH:52])=[O:51]. Given the product [F:48][C:49]([F:54])([F:53])[C:50]([OH:52])=[O:51].[S:1]1[C:5]2[CH:6]=[CH:7][CH:8]=[CH:9][C:4]=2[N:3]=[C:2]1[NH:10][N:11]=[C:12]([C:14]1[O:18][C:17]([C:19]2[CH:20]=[C:21]([S:25]([NH:28][C:29](=[O:47])[CH:30]([NH2:39])[CH2:31][CH2:32][C:33]3[CH:34]=[CH:35][CH:36]=[CH:37][CH:38]=3)(=[O:26])=[O:27])[CH:22]=[CH:23][CH:24]=2)=[CH:16][CH:15]=1)[CH3:13], predict the reactants needed to synthesize it. (4) Given the product [CH:1]12[CH2:7][CH:4]([CH:5]=[CH:6]1)[CH2:3][CH:2]2[NH:8][C:9](=[S:10])[NH:11][N:12]=[CH:18][C:17]1[CH:20]=[CH:21][CH:22]=[CH:23][C:16]=1[N+:13]([O-:15])=[O:14], predict the reactants needed to synthesize it. The reactants are: [CH:1]12[CH2:7][CH:4]([CH:5]=[CH:6]1)[CH2:3][CH:2]2[NH:8][C:9]([NH:11][NH2:12])=[S:10].[N+:13]([C:16]1[CH:23]=[CH:22][CH:21]=[CH:20][C:17]=1[CH:18]=O)([O-:15])=[O:14].